Dataset: Forward reaction prediction with 1.9M reactions from USPTO patents (1976-2016). Task: Predict the product of the given reaction. Given the reactants [CH2:1]([C@@:4]1([C:21]2[CH:26]=[CH:25][C:24]([F:27])=[CH:23][CH:22]=2)[CH2:9][CH2:8][N:7]([C@H:10]([C:12]2[CH:17]=[CH:16][C:15]([Br:18])=[CH:14][CH:13]=2)[CH3:11])[C:6](=[O:19])[N:5]1[CH3:20])[CH:2]=[CH2:3].C([C@@]1(C2C=CC(F)=CC=2)CCN([C@H](C2C=CC(Br)=CC=2)C)C(=[O:46])N1)C=C, predict the reaction product. The product is: [F:27][C:24]1[CH:25]=[CH:26][C:21]([C:4]2([CH2:1][CH2:2][CH2:3][OH:46])[CH2:9][CH2:8][NH:7][C:6](=[O:19])[N:5]2[CH3:20])=[CH:22][CH:23]=1.[CH2:1]([C@@:4]1([C:21]2[CH:22]=[CH:23][C:24]([F:27])=[CH:25][CH:26]=2)[CH2:9][CH2:8][N:7]([C@H:10]([C:12]2[CH:17]=[CH:16][C:15]([Br:18])=[CH:14][CH:13]=2)[CH3:11])[C:6](=[O:19])[N:5]1[CH3:20])[CH:2]=[CH2:3].